This data is from Reaction yield outcomes from USPTO patents with 853,638 reactions. The task is: Predict the reaction yield, written as a fraction of the theoretical maximum amount of product (1.0 means a 100% yield; for example, 0.34 means a 34% yield). (1) The reactants are [C:1]1([S:7][CH3:8])[CH:6]=[CH:5][CH:4]=[CH:3][CH:2]=1.CC([O-])(C)C.[K+].[SiH:15]([CH2:20][CH3:21])([CH2:18][CH3:19])[CH2:16][CH3:17]. The catalyst is O1CCCC1. The product is [CH2:16]([Si:15]([CH2:20][CH3:21])([CH2:18][CH3:19])[CH2:8][S:7][C:1]1[CH:6]=[CH:5][CH:4]=[CH:3][CH:2]=1)[CH3:17]. The yield is 0.680. (2) The reactants are [Br:1][C:2]1[CH:12]=[C:11](/[CH:13]=[CH:14]/[CH:15]([C:20]2[CH:25]=[C:24]([Cl:26])[C:23]([Cl:27])=[C:22]([Cl:28])[CH:21]=2)[C:16]([F:19])([F:18])[F:17])[CH:10]=[CH:9][C:3]=1[C:4]([N:6](C)[NH2:7])=[O:5].[F:29][C:30]([F:36])([F:35])[CH2:31][C:32](O)=[O:33].[CH3:37]CN=C=NCCCN(C)C.Cl.CCN(C(C)C)C(C)C. The catalyst is ClCCCl.CN(C1C=CN=CC=1)C.O. The product is [Br:1][C:2]1[CH:12]=[C:11](/[CH:13]=[CH:14]/[CH:15]([C:20]2[CH:21]=[C:22]([Cl:28])[C:23]([Cl:27])=[C:24]([Cl:26])[CH:25]=2)[C:16]([F:17])([F:19])[F:18])[CH:10]=[CH:9][C:3]=1[C:4]([NH:6][N:7]([CH3:37])[C:32](=[O:33])[CH2:31][C:30]([F:36])([F:35])[F:29])=[O:5]. The yield is 0.250. (3) The reactants are [F:1][C:2]([F:27])([F:26])[C:3]([N:5]1[CH2:10][CH2:9][CH2:8][C@@H:7]2[C:11]3[CH:12]=[C:13](OS(C(F)(F)F)(=O)=O)[CH:14]=[CH:15][C:16]=3[CH2:17][C@H:6]12)=[O:4].[C:28]1(B(O)O)[CH:33]=[CH:32][CH:31]=[CH:30][CH:29]=1. No catalyst specified. The product is [F:1][C:2]([F:27])([F:26])[C:3]([N:5]1[CH2:10][CH2:9][CH2:8][C@@H:7]2[C:11]3[CH:12]=[C:13]([C:28]4[CH:33]=[CH:32][CH:31]=[CH:30][CH:29]=4)[CH:14]=[CH:15][C:16]=3[CH2:17][C@H:6]12)=[O:4]. The yield is 0.700. (4) The reactants are O=P(Cl)(Cl)Cl.[O:6]1[C:10]2[CH:11]=[CH:12][C:13]([C:15]3([C:18]([NH:20][C:21]4[CH:22]=[C:23]5[C:27](=[CH:28][CH:29]=4)[NH:26][C:25]([C:30]([CH3:33])([CH3:32])[CH3:31])=[CH:24]5)=[O:19])[CH2:17][CH2:16]3)=[CH:14][C:9]=2[O:8][CH2:7]1.CN([CH:37]=[O:38])C. No catalyst specified. The product is [O:6]1[C:10]2[CH:11]=[CH:12][C:13]([C:15]3([C:18]([NH:20][C:21]4[CH:22]=[C:23]5[C:27](=[CH:28][CH:29]=4)[NH:26][C:25]([C:30]([CH3:33])([CH3:32])[CH3:31])=[C:24]5[CH:37]=[O:38])=[O:19])[CH2:17][CH2:16]3)=[CH:14][C:9]=2[O:8][CH2:7]1. The yield is 0.610. (5) The reactants are Br[C:2]1[C:3]([F:14])=[CH:4][N:5]=[C:6]2[C:11]=1[N:10]=[C:9]([O:12][CH3:13])[CH:8]=[CH:7]2.C(=O)([O-])[O-].[K+].[K+].CO[CH2:23][CH2:24]OC. The catalyst is O. The product is [CH:23]([C:2]1[C:3]([F:14])=[CH:4][N:5]=[C:6]2[C:11]=1[N:10]=[C:9]([O:12][CH3:13])[CH:8]=[CH:7]2)=[CH2:24]. The yield is 0.900. (6) The reactants are [NH2:1][C:2]1[CH:3]=[CH:4][C:5]([OH:8])=[N:6][CH:7]=1.C[Si]([C:13]#[N:14])(C)C.[CH3:15][C:16]([CH3:18])=O. The catalyst is ClCCl.C[Si](OS(C(F)(F)F)(=O)=O)(C)C. The product is [OH:8][C:5]1[N:6]=[CH:7][C:2]([NH:1][C:16]([CH3:18])([CH3:15])[C:13]#[N:14])=[CH:3][CH:4]=1. The yield is 0.795.